From a dataset of Reaction yield outcomes from USPTO patents with 853,638 reactions. Predict the reaction yield, written as a fraction of the theoretical maximum amount of product (1.0 means a 100% yield; for example, 0.34 means a 34% yield). (1) The reactants are I.[NH2:2][CH2:3][CH2:4][CH2:5][NH:6][C:7]1[C:8]([C:12]2[N:16]([C:17]3[CH:22]=[CH:21][C:20]([F:23])=[C:19]([Br:24])[CH:18]=3)[C:15](=[O:25])[O:14][N:13]=2)=[N:9][O:10][N:11]=1.[S:26](N)([NH2:29])(=[O:28])=[O:27]. The catalyst is N1C=CC=CC=1. The product is [Br:24][C:19]1[CH:18]=[C:17]([N:16]2[C:15](=[O:25])[O:14][N:13]=[C:12]2[C:8]2[C:7]([NH:6][CH2:5][CH2:4][CH2:3][NH:2][S:26]([NH2:29])(=[O:28])=[O:27])=[N:11][O:10][N:9]=2)[CH:22]=[CH:21][C:20]=1[F:23]. The yield is 0.710. (2) The reactants are BrP(Br)(C1C=CC=CC=1)(C1C=CC=CC=1)[C:3]1[CH:8]=CC=C[CH:4]=1.C[Si](C)(C)C#CC(O)=O.[NH2:31][C:32]1[C:33]([C:50]([NH:52][NH2:53])=[O:51])=[N:34][C:35]([C:38]2[CH:43]=[CH:42][C:41]([S:44]([CH:47]([CH3:49])[CH3:48])(=[O:46])=[O:45])=[CH:40][CH:39]=2)=[CH:36][N:37]=1.CCN(C(C)C)C(C)C.C(=O)([O-])[O-].[K+].[K+]. The catalyst is C(#N)C.C(OCC)(=O)C.O. The product is [C:3]([C:8]1[O:51][C:50]([C:33]2[C:32]([NH2:31])=[N:37][CH:36]=[C:35]([C:38]3[CH:39]=[CH:40][C:41]([S:44]([CH:47]([CH3:49])[CH3:48])(=[O:45])=[O:46])=[CH:42][CH:43]=3)[N:34]=2)=[N:52][N:53]=1)#[CH:4]. The yield is 0.270. (3) The reactants are Br[CH:2]([C:7]([C:9]1[CH:14]=[CH:13][C:12]([F:15])=[CH:11][CH:10]=1)=O)[C:3]([O:5][CH3:6])=[O:4].[CH3:16][O:17][C:18]1[CH:26]=[CH:25][C:21]([C:22](=[S:24])[NH2:23])=[CH:20][CH:19]=1. The catalyst is CC#N. The product is [F:15][C:12]1[CH:13]=[CH:14][C:9]([C:7]2[N:23]=[C:22]([C:21]3[CH:25]=[CH:26][C:18]([O:17][CH3:16])=[CH:19][CH:20]=3)[S:24][C:2]=2[C:3]([O:5][CH3:6])=[O:4])=[CH:10][CH:11]=1. The yield is 0.220. (4) The reactants are Cl.[NH2:2][C:3]1[C:12]2[N:13]=[C:14]([CH2:41][CH2:42][O:43][CH3:44])[N:15]([CH2:16][CH2:17][CH2:18][N:19]([CH2:24][C:25]3[CH:26]=[CH:27][C:28]([O:39][CH3:40])=[C:29]([CH:38]=3)[O:30][CH2:31][C:32]([O:34][CH:35]([CH3:37])[CH3:36])=[O:33])[C:20](=[O:23])[CH2:21]Cl)[C:11]=2[C:10]2[CH:9]=[CH:8][CH:7]=[CH:6][C:5]=2[N:4]=1.[CH3:45][NH:46][CH3:47]. No catalyst specified. The product is [NH2:2][C:3]1[C:12]2[N:13]=[C:14]([CH2:41][CH2:42][O:43][CH3:44])[N:15]([CH2:16][CH2:17][CH2:18][N:19]([CH2:24][C:25]3[CH:26]=[CH:27][C:28]([O:39][CH3:40])=[C:29]([CH:38]=3)[O:30][CH2:31][C:32]([O:34][CH:35]([CH3:37])[CH3:36])=[O:33])[C:20](=[O:23])[CH2:21][N:46]([CH3:47])[CH3:45])[C:11]=2[C:10]2[CH:9]=[CH:8][CH:7]=[CH:6][C:5]=2[N:4]=1. The yield is 0.640. (5) The reactants are [NH2:1][C:2]1[CH:3]=[CH:4][CH:5]=[C:6]2[C:11]=1[C:10](=[O:12])[N:9]([CH3:13])[CH2:8][CH2:7]2.C(=O)([O-])[O-].[Cs+].[Cs+].[Cl:20][C:21]1[CH:26]=[C:25](I)[C:24]([F:28])=[CH:23][N:22]=1. The catalyst is O1CCOCC1.C([O-])(=O)C.[Pd+2].C([O-])(=O)C.CC1(C)C2C=CC=C(P(C3C=CC=CC=3)C3C=CC=CC=3)C=2OC2C1=CC=CC=2P(C1C=CC=CC=1)C1C=CC=CC=1. The product is [Cl:20][C:21]1[CH:26]=[C:25]([NH:1][C:2]2[CH:3]=[CH:4][CH:5]=[C:6]3[C:11]=2[C:10](=[O:12])[N:9]([CH3:13])[CH2:8][CH2:7]3)[C:24]([F:28])=[CH:23][N:22]=1. The yield is 0.890.